From a dataset of Peptide-MHC class II binding affinity with 134,281 pairs from IEDB. Regression. Given a peptide amino acid sequence and an MHC pseudo amino acid sequence, predict their binding affinity value. This is MHC class II binding data. (1) The peptide sequence is VDGMAWFTPVGLAVD. The MHC is DRB1_1501 with pseudo-sequence DRB1_1501. The binding affinity (normalized) is 0.450. (2) The peptide sequence is VVDLSKMRAVWVDGK. The MHC is HLA-DQA10501-DQB10301 with pseudo-sequence HLA-DQA10501-DQB10301. The binding affinity (normalized) is 0.322. (3) The peptide sequence is TLEALDYKECEWPLT. The MHC is DRB1_0901 with pseudo-sequence DRB1_0901. The binding affinity (normalized) is 0.209. (4) The peptide sequence is YRKGLGNFVQTDRKS. The MHC is DRB3_0101 with pseudo-sequence DRB3_0101. The binding affinity (normalized) is 0. (5) The peptide sequence is CKRTYSDRGWGNGCG. The MHC is DRB1_0404 with pseudo-sequence DRB1_0404. The binding affinity (normalized) is 0.522. (6) The peptide sequence is GVTYEIDLTNKN. The binding affinity (normalized) is 0. The MHC is DRB1_0802 with pseudo-sequence DRB1_0802.